Dataset: Full USPTO retrosynthesis dataset with 1.9M reactions from patents (1976-2016). Task: Predict the reactants needed to synthesize the given product. (1) The reactants are: [Cl:1][C:2]1[CH:3]=[C:4]([NH:14][C:15](=[O:20])[CH2:16][C:17](=O)[CH3:18])[CH:5]=[CH:6][C:7]=1[N:8]1[CH2:13][CH2:12][O:11][CH2:10][CH2:9]1.[Cl:21][C:22]1[C:31]2[C:26](=[CH:27][CH:28]=[CH:29][CH:30]=2)[C:25]([O:32][CH2:33][C:34]([NH2:36])=O)=[CH:24][CH:23]=1.C1(C)C=CC=CC=1.[NH4+].[Cl-]. Given the product [Cl:1][C:2]1[CH:3]=[C:4]([N:14]2[C:15](=[O:20])[CH:16]=[C:17]([CH3:18])[N:36]=[C:34]2[CH2:33][O:32][C:25]2[C:26]3[C:31](=[CH:30][CH:29]=[CH:28][CH:27]=3)[C:22]([Cl:21])=[CH:23][CH:24]=2)[CH:5]=[CH:6][C:7]=1[N:8]1[CH2:13][CH2:12][O:11][CH2:10][CH2:9]1, predict the reactants needed to synthesize it. (2) Given the product [CH2:38]([C@@H:9]1[NH:8][CH2:13][CH2:12][N:11]([C:14]2[CH:19]=[N:18][CH:17]=[C:16]([C:20]3[CH:21]=[C:22]4[C:26](=[CH:27][CH:28]=3)[NH:25][N:24]=[C:23]4[CH3:37])[N:15]=2)[CH2:10]1)[C:39]1[CH:40]=[CH:41][CH:42]=[CH:43][CH:44]=1, predict the reactants needed to synthesize it. The reactants are: C([N:8]1[CH2:13][CH2:12][N:11]([C:14]2[CH:19]=[N:18][CH:17]=[C:16]([C:20]3[CH:21]=[C:22]4[C:26](=[CH:27][CH:28]=3)[N:25](COC([Si](C)(C)C)C)[N:24]=[C:23]4[CH3:37])[N:15]=2)[CH2:10][C@@H:9]1[CH2:38][C:39]1[CH:44]=[CH:43][CH:42]=[CH:41][CH:40]=1)(OC(C)(C)C)=O. (3) Given the product [Cl:37][C:12]1[CH:11]=[C:10]([C:5]2[CH:6]=[CH:7][CH:8]=[CH:9][C:4]=2[CH2:3][CH2:2][NH:1][C:45](=[O:48])[CH2:46][CH3:47])[CH:15]=[CH:14][C:13]=1[C@H:16]1[C@H:21]([C:22]2[CH:27]=[CH:26][N:25]([CH3:28])[C:24](=[O:29])[CH:23]=2)[CH2:20][CH2:19][N:18]([C:30]([O:32][C:33]([CH3:34])([CH3:36])[CH3:35])=[O:31])[CH2:17]1, predict the reactants needed to synthesize it. The reactants are: [NH2:1][CH2:2][CH2:3][C:4]1[CH:9]=[CH:8][CH:7]=[CH:6][C:5]=1[C:10]1[CH:15]=[CH:14][C:13]([C@H:16]2[C@H:21]([C:22]3[CH:27]=[CH:26][N:25]([CH3:28])[C:24](=[O:29])[CH:23]=3)[CH2:20][CH2:19][N:18]([C:30]([O:32][C:33]([CH3:36])([CH3:35])[CH3:34])=[O:31])[CH2:17]2)=[C:12]([Cl:37])[CH:11]=1.CCN(CC)CC.[C:45](Cl)(=[O:48])[CH2:46][CH3:47]. (4) Given the product [CH2:28]([C:10]1[CH:11]=[CH:12][C:7]([O:6][CH2:5][C:4]([OH:3])=[O:27])=[C:8]([C:14]([C:16]2[CH:17]=[N:18][N:19]([C:21]3[CH:26]=[CH:25][CH:24]=[CH:23][CH:22]=3)[CH:20]=2)=[O:15])[CH:9]=1)[CH2:29][CH2:30][CH3:31], predict the reactants needed to synthesize it. The reactants are: C([O:3][C:4](=[O:27])[CH2:5][O:6][C:7]1[CH:12]=[CH:11][C:10](Br)=[CH:9][C:8]=1[C:14]([C:16]1[CH:17]=[N:18][N:19]([C:21]2[CH:26]=[CH:25][CH:24]=[CH:23][CH:22]=2)[CH:20]=1)=[O:15])C.[CH2:28](B(O)O)[CH2:29][CH2:30][CH3:31]. (5) Given the product [C:15]([O:18][C:19]([NH:8][CH2:9][CH2:10][C:11]([OH:13])=[O:12])=[O:20])([CH3:17])([CH3:16])[CH3:14], predict the reactants needed to synthesize it. The reactants are: C(N(CC)CC)C.[NH2:8][CH2:9][CH2:10][C:11]([OH:13])=[O:12].[CH3:14][C:15]([O:18][C:19](ON=C(C1C=CC=CC=1)C#N)=[O:20])([CH3:17])[CH3:16]. (6) Given the product [F:1][C:2]1[CH:7]=[C:6]([F:8])[CH:5]=[CH:4][C:3]=1/[CH:9]=[CH:10]/[C:11]1[N:12]=[CH:13][C:14]([S:17]([C:20]2[CH:21]=[C:22]([CH:23]=[CH:24][CH:25]=2)[CH:26]=[O:39])(=[O:19])=[O:18])=[CH:15][CH:16]=1, predict the reactants needed to synthesize it. The reactants are: [F:1][C:2]1[CH:7]=[C:6]([F:8])[CH:5]=[CH:4][C:3]=1/[CH:9]=[CH:10]/[C:11]1[CH:16]=[CH:15][C:14]([S:17]([C:20]2[CH:25]=[CH:24][CH:23]=[C:22]([C:26]#N)[CH:21]=2)(=[O:19])=[O:18])=[CH:13][N:12]=1.[H-].C([Al+]CC(C)C)C(C)C.C[OH:39].Cl. (7) Given the product [CH2:3]([N:2]([CH3:1])[C:15]1([C:26]#[N:27])[CH2:18][N:17]([C:19]([O:21][C:22]([CH3:25])([CH3:24])[CH3:23])=[O:20])[CH2:16]1)[C:4]1[CH:9]=[CH:8][CH:7]=[CH:6][CH:5]=1, predict the reactants needed to synthesize it. The reactants are: [CH3:1][NH:2][CH2:3][C:4]1[CH:9]=[CH:8][CH:7]=[CH:6][CH:5]=1.C(O)(=O)C.O=[C:15]1[CH2:18][N:17]([C:19]([O:21][C:22]([CH3:25])([CH3:24])[CH3:23])=[O:20])[CH2:16]1.[C-:26]#[N:27].[Na+]. (8) Given the product [C:14]([Cl:13])(=[O:16])[NH2:1].[N:1]1([CH:7]2[CH2:12][CH2:11][NH:10][CH2:9][CH2:8]2)[CH2:6][CH2:5][CH2:4][CH2:3][CH2:2]1, predict the reactants needed to synthesize it. The reactants are: [N:1]1([CH:7]2[CH2:12][CH2:11][NH:10][CH2:9][CH2:8]2)[CH2:6][CH2:5][CH2:4][CH2:3][CH2:2]1.[Cl:13][C:14](Cl)([O:16]C(=O)OC(Cl)(Cl)Cl)Cl. (9) Given the product [CH2:1]([C:5]1[N:6]=[C:7]([CH3:27])[N:8]([C:40]2[CH:39]=[CH:38][CH:37]=[C:36]([OH:35])[CH:41]=2)[C:9](=[O:26])[C:10]=1[CH2:11][C:12]1[CH:17]=[CH:16][C:15]([C:18]2[C:19]([C:24]#[N:25])=[CH:20][CH:21]=[CH:22][CH:23]=2)=[CH:14][CH:13]=1)[CH2:2][CH2:3][CH3:4], predict the reactants needed to synthesize it. The reactants are: [CH2:1]([C:5]1[N:6]=[C:7]([CH3:27])[NH:8][C:9](=[O:26])[C:10]=1[CH2:11][C:12]1[CH:17]=[CH:16][C:15]([C:18]2[C:19]([C:24]#[N:25])=[CH:20][CH:21]=[CH:22][CH:23]=2)=[CH:14][CH:13]=1)[CH2:2][CH2:3][CH3:4].[Si]([O:35][C:36]1[CH:37]=[C:38](B(O)O)[CH:39]=[CH:40][CH:41]=1)(C(C)(C)C)(C)C.C(N(CC)CC)C.N1C=CC=CC=1. (10) The reactants are: [C:1]([O:10][CH:11]([CH3:13])[CH3:12])(=[O:9])[CH2:2][C:3]([O:5][CH:6]([CH3:8])[CH3:7])=[O:4].[CH3:14][C:15](C)([O-:17])C.[K+]. Given the product [CH:11]([O:10][C:1]1[O:9][CH2:14][C:15](=[O:17])[C:2]=1[C:3]([O:5][CH:6]([CH3:7])[CH3:8])=[O:4])([CH3:13])[CH3:12], predict the reactants needed to synthesize it.